This data is from NCI-60 drug combinations with 297,098 pairs across 59 cell lines. The task is: Regression. Given two drug SMILES strings and cell line genomic features, predict the synergy score measuring deviation from expected non-interaction effect. (1) Drug 1: C1CCN(CC1)CCOC2=CC=C(C=C2)C(=O)C3=C(SC4=C3C=CC(=C4)O)C5=CC=C(C=C5)O. Drug 2: CC1=C2C(C(=O)C3(C(CC4C(C3C(C(C2(C)C)(CC1OC(=O)C(C(C5=CC=CC=C5)NC(=O)OC(C)(C)C)O)O)OC(=O)C6=CC=CC=C6)(CO4)OC(=O)C)OC)C)OC. Cell line: SK-MEL-5. Synergy scores: CSS=52.2, Synergy_ZIP=20.0, Synergy_Bliss=18.9, Synergy_Loewe=-13.0, Synergy_HSA=13.1. (2) Drug 1: C1CCC(CC1)NC(=O)N(CCCl)N=O. Drug 2: COC1=NC(=NC2=C1N=CN2C3C(C(C(O3)CO)O)O)N. Cell line: KM12. Synergy scores: CSS=12.3, Synergy_ZIP=-5.54, Synergy_Bliss=-6.40, Synergy_Loewe=-3.37, Synergy_HSA=-0.508. (3) Synergy scores: CSS=15.3, Synergy_ZIP=-9.96, Synergy_Bliss=0.677, Synergy_Loewe=-17.7, Synergy_HSA=1.76. Drug 1: CNC(=O)C1=NC=CC(=C1)OC2=CC=C(C=C2)NC(=O)NC3=CC(=C(C=C3)Cl)C(F)(F)F. Drug 2: CN(CCCl)CCCl.Cl. Cell line: T-47D. (4) Drug 1: C1=NC(=NC(=O)N1C2C(C(C(O2)CO)O)O)N. Drug 2: COC1=C2C(=CC3=C1OC=C3)C=CC(=O)O2. Cell line: A549. Synergy scores: CSS=18.6, Synergy_ZIP=-4.49, Synergy_Bliss=0.594, Synergy_Loewe=0.652, Synergy_HSA=0.546. (5) Drug 1: C1=NC2=C(N=C(N=C2N1C3C(C(C(O3)CO)O)O)F)N. Drug 2: C(=O)(N)NO. Cell line: OVCAR3. Synergy scores: CSS=-5.20, Synergy_ZIP=2.81, Synergy_Bliss=2.51, Synergy_Loewe=0.192, Synergy_HSA=-3.08. (6) Drug 1: C1=C(C(=O)NC(=O)N1)N(CCCl)CCCl. Drug 2: C1CN(P(=O)(OC1)NCCCl)CCCl. Cell line: OVCAR-8. Synergy scores: CSS=14.0, Synergy_ZIP=-9.06, Synergy_Bliss=-3.64, Synergy_Loewe=-12.3, Synergy_HSA=-3.87.